Dataset: Catalyst prediction with 721,799 reactions and 888 catalyst types from USPTO. Task: Predict which catalyst facilitates the given reaction. (1) Reactant: [Br:1][C:2]1[C:3](F)=[C:4]([C:8](=O)[CH3:9])[CH:5]=[CH:6][CH:7]=1.O.[NH2:13][NH2:14].C(OCC)C. Product: [Br:1][C:2]1[CH:7]=[CH:6][CH:5]=[C:4]2[C:3]=1[NH:14][N:13]=[C:8]2[CH3:9]. The catalyst class is: 81. (2) Product: [CH3:1][O:2][C:3](=[O:12])[C:4]1[CH:9]=[CH:8][C:7]([F:10])=[C:6]([N:11]=[CH:17][C:16]2[CH:19]=[CH:20][CH:21]=[C:14]([Br:13])[CH:15]=2)[CH:5]=1. The catalyst class is: 626. Reactant: [CH3:1][O:2][C:3](=[O:12])[C:4]1[CH:9]=[CH:8][C:7]([F:10])=[C:6]([NH2:11])[CH:5]=1.[Br:13][C:14]1[CH:15]=[C:16]([CH:19]=[CH:20][CH:21]=1)[CH:17]=O. (3) Reactant: [NH2:1][C:2]1[CH:7]=[CH:6][CH:5]=[CH:4][C:3]=1[S:8]([NH:11][C:12]1[CH:13]=[CH:14][CH:15]=[C:16]2[C:21]=1[N:20]=[CH:19][CH:18]=[CH:17]2)(=[O:10])=[O:9].CCN(C(C)C)C(C)C.[C:31](OC(=O)C)(=[O:33])[CH3:32]. Product: [N:20]1[C:21]2[C:16](=[CH:15][CH:14]=[CH:13][C:12]=2[NH:11][S:8]([C:3]2[CH:4]=[CH:5][CH:6]=[CH:7][C:2]=2[NH:1][C:31](=[O:33])[CH3:32])(=[O:10])=[O:9])[CH:17]=[CH:18][CH:19]=1. The catalyst class is: 1. (4) Reactant: [N:1]1[CH:6]=[CH:5][CH:4]=[CH:3][C:2]=1[CH2:7][CH2:8][S:9][C:10]1[C:11](=[O:16])[NH:12][CH:13]=[CH:14][N:15]=1.Br[C:18]1[CH:29]=[CH:28][C:21]([O:22][CH2:23][C:24]([CH3:27])([OH:26])[CH3:25])=[C:20]([CH3:30])[CH:19]=1.CNCCNC.[O-]P([O-])([O-])=O.[K+].[K+].[K+]. Product: [OH:26][C:24]([CH3:27])([CH3:25])[CH2:23][O:22][C:21]1[CH:28]=[CH:29][C:18]([N:12]2[CH:13]=[CH:14][N:15]=[C:10]([S:9][CH2:8][CH2:7][C:2]3[CH:3]=[CH:4][CH:5]=[CH:6][N:1]=3)[C:11]2=[O:16])=[CH:19][C:20]=1[CH3:30]. The catalyst class is: 185. (5) Reactant: [C:1]([C:3]1[CH:4]=[CH:5][C:6]([N:9]([CH:30]2[CH2:32][CH2:31]2)[C:10]([C:12]2[CH:17]=[CH:16][N:15]3[N:18]=[CH:19][C:20](B4OC(C)(C)C(C)(C)O4)=[C:14]3[CH:13]=2)=[O:11])=[N:7][CH:8]=1)#[N:2].[CH3:33][NH:34][C:35](=[O:43])[C:36]1[CH:41]=[CH:40][C:39](Br)=[N:38][CH:37]=1.C([O-])([O-])=O.[K+].[K+]. Product: [C:1]([C:3]1[CH:4]=[CH:5][C:6]([N:9]([CH:30]2[CH2:31][CH2:32]2)[C:10]([C:12]2[CH:17]=[CH:16][N:15]3[N:18]=[CH:19][C:20]([C:39]4[CH:40]=[CH:41][C:36]([C:35](=[O:43])[NH:34][CH3:33])=[CH:37][N:38]=4)=[C:14]3[CH:13]=2)=[O:11])=[N:7][CH:8]=1)#[N:2]. The catalyst class is: 12. (6) Product: [CH3:20][O:21][C:22](=[O:38])[CH2:23][O:24][CH2:25][C:26]#[C:27][CH2:28][N:29]1[C:34](=[O:35])[CH2:33][CH2:32][CH2:31][C@@H:30]1/[CH:36]=[CH:9]/[C:10](=[O:19])[CH2:11][C:12]1[CH:17]=[CH:16][CH:15]=[C:14]([Cl:18])[CH:13]=1. The catalyst class is: 1. Reactant: [H-].[Na+].COP([CH2:9][C:10](=[O:19])[CH2:11][C:12]1[CH:17]=[CH:16][CH:15]=[C:14]([Cl:18])[CH:13]=1)(=O)OC.[CH3:20][O:21][C:22](=[O:38])[CH2:23][O:24][CH2:25][C:26]#[C:27][CH2:28][N:29]1[C:34](=[O:35])[CH2:33][CH2:32][CH2:31][C@@H:30]1[CH:36]=O. (7) Reactant: [CH3:1][O:2][C:3]1[CH:8]=[CH:7][N:6]=[C:5]([N:9](C)[C:10](=O)OC(C)(C)C)[CH:4]=1. Product: [CH3:1][O:2][C:3]1[CH:8]=[CH:7][N:6]=[C:5]([NH:9][CH3:10])[CH:4]=1. The catalyst class is: 67. (8) Reactant: [Ca:1].[O:2]1[CH2:6][CH2:5][C@H:4]([O:7][C:8](=[O:42])[NH:9][C@H:10]([C@H:18]([O:37][P:38]([OH:41])([OH:40])=[O:39])[CH2:19][N:20]([CH2:33][CH:34]([CH3:36])[CH3:35])[S:21]([C:24]2[CH:29]=[CH:28][C:27]([N+:30]([O-])=O)=[CH:26][CH:25]=2)(=[O:23])=[O:22])[CH2:11][C:12]2[CH:17]=[CH:16][CH:15]=[CH:14][CH:13]=2)[CH2:3]1.CO.C(OCC)(=O)C. Product: [CH3:36][CH:34]([CH2:33][N:20]([S:21]([C:24]1[CH:25]=[CH:26][C:27]([NH2:30])=[CH:28][CH:29]=1)(=[O:22])=[O:23])[CH2:19][C@@H:18]([O:37][P:38]([O-:40])([O-:41])=[O:39])[C@@H:10]([NH:9][C:8]([O:7][C@@H:4]1[CH2:3][O:2][CH2:6][CH2:5]1)=[O:42])[CH2:11][C:12]1[CH:13]=[CH:14][CH:15]=[CH:16][CH:17]=1)[CH3:35].[Ca+2:1]. The catalyst class is: 6.